Task: Predict the reaction yield, written as a fraction of the theoretical maximum amount of product (1.0 means a 100% yield; for example, 0.34 means a 34% yield).. Dataset: Reaction yield outcomes from USPTO patents with 853,638 reactions (1) The reactants are [CH3:1][O:2][C:3]1[C:11]2[O:10][C:9]([CH3:12])=[CH:8][C:7]=2[C:6]([NH2:13])=[CH:5][CH:4]=1.C1N=CN([C:19](N2C=NC=C2)=[S:20])C=1. The catalyst is C(Cl)Cl. The product is [N:13]([C:6]1[C:7]2[CH:8]=[C:9]([CH3:12])[O:10][C:11]=2[C:3]([O:2][CH3:1])=[CH:4][CH:5]=1)=[C:19]=[S:20]. The yield is 0.820. (2) The reactants are [Cl:1][C:2]1[N:7]=[C:6](Cl)[C:5]([F:9])=[CH:4][N:3]=1.[CH2:10]([O:14][C:15]1[CH:21]=[CH:20][C:18]([NH2:19])=[CH:17][CH:16]=1)[CH2:11][CH2:12][CH3:13].Cl.[OH-].[Na+]. The catalyst is CC(C)=O.O. The product is [Cl:1][C:2]1[N:7]=[C:6]([NH:19][C:18]2[CH:17]=[CH:16][C:15]([O:14][CH2:10][CH2:11][CH2:12][CH3:13])=[CH:21][CH:20]=2)[C:5]([F:9])=[CH:4][N:3]=1. The yield is 0.800.